Task: Predict the reaction yield, written as a fraction of the theoretical maximum amount of product (1.0 means a 100% yield; for example, 0.34 means a 34% yield).. Dataset: Reaction yield outcomes from USPTO patents with 853,638 reactions (1) The catalyst is CCCCCC.C(OCC)(=O)C. The product is [CH3:8][CH:7]([CH3:9])[C@H:5]([N:6]1[CH2:18][CH:17]=[CH:16][CH2:15]1)[C:4]([O:3][CH2:1][CH3:2])=[O:10]. The yield is 0.520. The reactants are [CH2:1]([O:3][C:4](=[O:10])[C@H:5]([CH:7]([CH3:9])[CH3:8])[NH2:6])[CH3:2].ClCCl.Cl[CH2:15]/[CH:16]=[CH:17]\[CH2:18]Cl.CCCCCC. (2) The reactants are [F:1][C:2]1[CH:7]=[C:6]([I:8])[CH:5]=[CH:4][C:3]=1[NH:9][C:10]1[C:11]([C:18]([O:20]C)=[O:19])=[N:12][N:13]([CH3:17])[C:14](=[O:16])[CH:15]=1.CO.O.[OH-].[Li+]. The catalyst is O1CCCC1. The product is [F:1][C:2]1[CH:7]=[C:6]([I:8])[CH:5]=[CH:4][C:3]=1[NH:9][C:10]1[C:11]([C:18]([OH:20])=[O:19])=[N:12][N:13]([CH3:17])[C:14](=[O:16])[CH:15]=1. The yield is 0.660. (3) The reactants are [CH2:1]1[C:10]2[C:5](=[CH:6][CH:7]=[CH:8][CH:9]=2)[CH2:4][CH2:3][N:2]1[C:11]1[N:12]=[C:13]([C:22](O)=[O:23])[CH:14]=[C:15]2[C:19]([CH3:20])=[C:18]([CH3:21])[NH:17][C:16]=12.[NH:25]1[CH2:30][CH2:29][O:28][CH2:27][CH2:26]1. No catalyst specified. The product is [CH2:1]1[C:10]2[C:5](=[CH:6][CH:7]=[CH:8][CH:9]=2)[CH2:4][CH2:3][N:2]1[C:11]1[N:12]=[C:13]([C:22]([N:25]2[CH2:30][CH2:29][O:28][CH2:27][CH2:26]2)=[O:23])[CH:14]=[C:15]2[C:19]([CH3:20])=[C:18]([CH3:21])[NH:17][C:16]=12. The yield is 0.690. (4) The catalyst is COCCOC.O.C1C=CC([P]([Pd]([P](C2C=CC=CC=2)(C2C=CC=CC=2)C2C=CC=CC=2)([P](C2C=CC=CC=2)(C2C=CC=CC=2)C2C=CC=CC=2)[P](C2C=CC=CC=2)(C2C=CC=CC=2)C2C=CC=CC=2)(C2C=CC=CC=2)C2C=CC=CC=2)=CC=1. The reactants are [NH2:1][C:2]1[N:6]([CH3:7])[C:5](=[O:8])[C:4]([C:16]2[CH:21]=[CH:20][CH:19]=[C:18](Br)[CH:17]=2)([C:9]2[CH:13]=[CH:12][N:11]([CH2:14][CH3:15])[CH:10]=2)[N:3]=1.[N:23]1[CH:28]=[C:27](B(O)O)[CH:26]=[N:25][CH:24]=1.C(=O)([O-])[O-].[Na+].[Na+]. The yield is 0.750. The product is [NH2:1][C:2]1[N:6]([CH3:7])[C:5](=[O:8])[C:4]([C:9]2[CH:13]=[CH:12][N:11]([CH2:14][CH3:15])[CH:10]=2)([C:16]2[CH:21]=[CH:20][CH:19]=[C:18]([C:27]3[CH:28]=[N:23][CH:24]=[N:25][CH:26]=3)[CH:17]=2)[N:3]=1.